Dataset: Forward reaction prediction with 1.9M reactions from USPTO patents (1976-2016). Task: Predict the product of the given reaction. (1) Given the reactants O=C1CCC(=O)N1O[C:9](=[O:19])[C:10]1[CH:15]=[CH:14][CH:13]=[C:12]([C:16](=[O:18])[CH3:17])[CH:11]=1.[N:20]([CH2:23][CH2:24][O:25][CH2:26][CH2:27][O:28][CH2:29][CH2:30][O:31][CH2:32][CH2:33][O:34][CH2:35][CH2:36][O:37][CH2:38][CH2:39][O:40][CH2:41][CH2:42][O:43][CH2:44][CH2:45][O:46][CH2:47][CH2:48][O:49][CH2:50][CH2:51][O:52][CH2:53][CH2:54][NH2:55])=[N+:21]=[N-:22].C(N(C(C)C)C(C)C)C, predict the reaction product. The product is: [C:16]([C:12]1[CH:11]=[C:10]([CH:15]=[CH:14][CH:13]=1)[C:9]([NH:55][CH2:54][CH2:53][O:52][CH2:51][CH2:50][O:49][CH2:48][CH2:47][O:46][CH2:45][CH2:44][O:43][CH2:42][CH2:41][O:40][CH2:39][CH2:38][O:37][CH2:36][CH2:35][O:34][CH2:33][CH2:32][O:31][CH2:30][CH2:29][O:28][CH2:27][CH2:26][O:25][CH2:24][CH2:23][N:20]=[N+:21]=[N-:22])=[O:19])(=[O:18])[CH3:17]. (2) Given the reactants [C:1]([Mg]Br)#[CH:2].CON(C)[C:8](=[O:18])[CH2:9][O:10][C:11]1[CH:16]=[CH:15][C:14]([F:17])=[CH:13][CH:12]=1.CCOCC, predict the reaction product. The product is: [F:17][C:14]1[CH:13]=[CH:12][C:11]([O:10][CH2:9][C:8](=[O:18])[C:1]#[CH:2])=[CH:16][CH:15]=1. (3) Given the reactants N(C(OC(C)C)=O)=NC(OC(C)C)=O.[OH:15][C@@H:16]([CH3:35])[C@H:17]([NH:27][C:28](=[O:34])[O:29][C:30]([CH3:33])([CH3:32])[CH3:31])[C:18]1[CH:23]=[C:22]([F:24])[C:21]([F:25])=[C:20]([F:26])[CH:19]=1.[N+:36]([C:39]1[CH:47]=[CH:46][C:42]([C:43](O)=[O:44])=[CH:41][CH:40]=1)([O-:38])=[O:37].C1(P(C2C=CC=CC=2)C2C=CC=CC=2)C=CC=CC=1, predict the reaction product. The product is: [C:30]([O:29][C:28]([NH:27][C@H:17]([C:18]1[CH:23]=[C:22]([F:24])[C:21]([F:25])=[C:20]([F:26])[CH:19]=1)[C@H:16]([O:15][C:43](=[O:44])[C:42]1[CH:41]=[CH:40][C:39]([N+:36]([O-:38])=[O:37])=[CH:47][CH:46]=1)[CH3:35])=[O:34])([CH3:31])([CH3:33])[CH3:32]. (4) The product is: [OH:12][C:13]1[CH:14]=[CH:15][C:16]([C:17]([NH:19][C:20]2[CH:28]=[C:27]([CH2:29][CH2:30][C:31]3[CH:32]=[CH:33][CH:34]=[CH:35][CH:36]=3)[CH:26]=[CH:25][C:21]=2[C:22]([OH:24])=[O:23])=[O:18])=[CH:37][CH:38]=1. Given the reactants C(=O)([O-])[O-].[K+].[K+].CO.C([O:12][C:13]1[CH:38]=[CH:37][C:16]([C:17]([NH:19][C:20]2[CH:28]=[C:27]([CH2:29][CH2:30][C:31]3[CH:36]=[CH:35][CH:34]=[CH:33][CH:32]=3)[CH:26]=[CH:25][C:21]=2[C:22]([OH:24])=[O:23])=[O:18])=[CH:15][CH:14]=1)(=O)C, predict the reaction product. (5) The product is: [Cl:25][C:22]1[CH:23]=[CH:24][C:19]([C:15]2[C:16]3[C:11](=[CH:10][C:9]([S:8]([O:50][C:41]4[C:40]([F:39])=[C:45]([F:46])[C:44]([F:47])=[C:43]([F:48])[C:42]=4[F:49])(=[O:36])=[O:58])=[CH:18][CH:17]=3)[CH:12]=[N:13][N:14]=2)=[C:20]([O:26][CH3:27])[CH:21]=1. Given the reactants C([S:8][C:9]1[CH:10]=[C:11]2[C:16](=[CH:17][CH:18]=1)[C:15]([C:19]1[CH:24]=[CH:23][C:22]([Cl:25])=[CH:21][C:20]=1[O:26][CH3:27])=[N:14][N:13]=[CH:12]2)C1C=CC=CC=1.ClN1C(C)(C)C(=[O:36])N(Cl)C1=O.[F:39][C:40]1[C:45]([F:46])=[C:44]([F:47])[C:43]([F:48])=[C:42]([F:49])[C:41]=1[OH:50].C(N(CC)CC)C.[OH2:58], predict the reaction product. (6) Given the reactants [O:1]=[C:2]1[CH2:10][C:9]2[C:4](=[CH:5][CH:6]=[CH:7][C:8]=2[C:11]2[CH:12]=[C:13]([CH:17]=[CH:18][CH:19]=2)[C:14](O)=[O:15])[NH:3]1.C1C=CC2N(O)N=[N:26][C:24]=2C=1.C(Cl)CCl.CN, predict the reaction product. The product is: [CH3:24][NH:26][C:14](=[O:15])[C:13]1[CH:17]=[CH:18][CH:19]=[C:11]([C:8]2[CH:7]=[CH:6][CH:5]=[C:4]3[C:9]=2[CH2:10][C:2](=[O:1])[NH:3]3)[CH:12]=1.